The task is: Predict which catalyst facilitates the given reaction.. This data is from Catalyst prediction with 721,799 reactions and 888 catalyst types from USPTO. Reactant: CC(OC([N:8]1[CH2:13][CH2:12][C:11](=[C:14]([C:28]2[CH:33]=[CH:32][CH:31]=[CH:30][C:29]=2[NH2:34])[C:15]2[CH:20]=[CH:19][C:18]([C:21]([N:23]([CH2:26][CH3:27])[CH2:24][CH3:25])=[O:22])=[CH:17][CH:16]=2)[CH2:10][CH2:9]1)=O)(C)C.Br[C:36]1[CH:41]=[CH:40][CH:39]=[CH:38][CH:37]=1.CC([O-])(C)C.[Na+].C(O)(C(F)(F)F)=O. Product: [CH2:24]([N:23]([CH2:26][CH3:27])[C:21](=[O:22])[C:18]1[CH:19]=[CH:20][C:15]([C:14]([C:28]2[CH:33]=[CH:32][CH:31]=[CH:30][C:29]=2[NH:34][C:36]2[CH:41]=[CH:40][CH:39]=[CH:38][CH:37]=2)=[C:11]2[CH2:12][CH2:13][NH:8][CH2:9][CH2:10]2)=[CH:16][CH:17]=1)[CH3:25]. The catalyst class is: 101.